From a dataset of NCI-60 drug combinations with 297,098 pairs across 59 cell lines. Regression. Given two drug SMILES strings and cell line genomic features, predict the synergy score measuring deviation from expected non-interaction effect. (1) Drug 1: C1CN1P(=S)(N2CC2)N3CC3. Drug 2: CC(C)CN1C=NC2=C1C3=CC=CC=C3N=C2N. Cell line: NCI-H460. Synergy scores: CSS=51.9, Synergy_ZIP=3.39, Synergy_Bliss=3.03, Synergy_Loewe=2.60, Synergy_HSA=3.28. (2) Drug 1: C1CCC(C1)C(CC#N)N2C=C(C=N2)C3=C4C=CNC4=NC=N3. Drug 2: CN(C)C1=NC(=NC(=N1)N(C)C)N(C)C. Cell line: SK-OV-3. Synergy scores: CSS=-2.40, Synergy_ZIP=-1.02, Synergy_Bliss=-4.08, Synergy_Loewe=-6.64, Synergy_HSA=-4.95.